From a dataset of Acute oral toxicity (LD50) regression data from Zhu et al.. Regression/Classification. Given a drug SMILES string, predict its toxicity properties. Task type varies by dataset: regression for continuous values (e.g., LD50, hERG inhibition percentage) or binary classification for toxic/non-toxic outcomes (e.g., AMES mutagenicity, cardiotoxicity, hepatotoxicity). Dataset: ld50_zhu. (1) The drug is ClCCOCCOCCOCCCl. The rat oral LD50 is 3.11, given as -log10 of the dose in mol/kg body weight (higher means more acutely toxic). (2) The molecule is O=C(Oc1ccccc1)Oc1ccccc1. The rat oral LD50 is 2.15, given as -log10 of the dose in mol/kg body weight (higher means more acutely toxic). (3) The compound is CC(=O)Nc1ccc(C)c(NS(=O)(=O)C(F)(F)F)c1. The rat oral LD50 is 2.06, given as -log10 of the dose in mol/kg body weight (higher means more acutely toxic). (4) The compound is ClCc1c(Cl)cc(Cl)cc1Cl. The rat oral LD50 is 1.87, given as -log10 of the dose in mol/kg body weight (higher means more acutely toxic). (5) The compound is CNC(=O)CSP(=O)(OC)OC. The rat oral LD50 is 3.85, given as -log10 of the dose in mol/kg body weight (higher means more acutely toxic). (6) The rat oral LD50 is 2.52, given as -log10 of the dose in mol/kg body weight (higher means more acutely toxic). The compound is CNC(=O)Oc1ccc(CCC#N)cc1. (7) The molecule is C#CCN(C)c1ccccc1OC(=O)NC. The rat oral LD50 is 3.56, given as -log10 of the dose in mol/kg body weight (higher means more acutely toxic). (8) The drug is Cc1ccccc1NC(=N)Nc1ccccc1C. The rat oral LD50 is 2.68, given as -log10 of the dose in mol/kg body weight (higher means more acutely toxic).